This data is from Peptide-MHC class I binding affinity with 185,985 pairs from IEDB/IMGT. The task is: Regression. Given a peptide amino acid sequence and an MHC pseudo amino acid sequence, predict their binding affinity value. This is MHC class I binding data. (1) The peptide sequence is KIMDYGKYK. The MHC is HLA-B46:01 with pseudo-sequence HLA-B46:01. The binding affinity (normalized) is 0.0847. (2) The binding affinity (normalized) is 0. The peptide sequence is ETPLREQENS. The MHC is Mamu-B03 with pseudo-sequence Mamu-B03. (3) The peptide sequence is SLLNATAIAV. The MHC is HLA-A02:06 with pseudo-sequence HLA-A02:06. The binding affinity (normalized) is 0.706. (4) The peptide sequence is GVFPINESF. The MHC is HLA-B15:09 with pseudo-sequence HLA-B15:09. The binding affinity (normalized) is 0.0847. (5) The peptide sequence is TLLNETAKVI. The MHC is HLA-A02:06 with pseudo-sequence HLA-A02:06. The binding affinity (normalized) is 0.163.